From a dataset of Full USPTO retrosynthesis dataset with 1.9M reactions from patents (1976-2016). Predict the reactants needed to synthesize the given product. Given the product [CH2:13]([C:12]1[C:11](=[O:15])[N:10]([CH2:16][CH2:17][C:18]2[CH:23]=[CH:22][CH:21]=[C:20]([F:24])[CH:19]=2)[C:9]([C:25]2[CH:30]=[CH:29][CH:28]=[CH:27][C:26]=2[O:31][CH2:32][C:33]2[CH:34]=[CH:35][CH:36]=[CH:37][CH:38]=2)=[N:8][C:7]=1[N:41]1[CH2:45][CH2:44][CH2:43][CH2:42]1)[CH3:14], predict the reactants needed to synthesize it. The reactants are: FC(F)(F)S(O[C:7]1[N:8]=[C:9]([C:25]2[CH:30]=[CH:29][CH:28]=[CH:27][C:26]=2[O:31][CH2:32][C:33]2[CH:38]=[CH:37][CH:36]=[CH:35][CH:34]=2)[N:10]([CH2:16][CH2:17][C:18]2[CH:23]=[CH:22][CH:21]=[C:20]([F:24])[CH:19]=2)[C:11](=[O:15])[C:12]=1[CH2:13][CH3:14])(=O)=O.[NH:41]1[CH2:45][CH2:44][CH2:43][CH2:42]1.C([O-])([O-])=O.[Cs+].[Cs+].